From a dataset of Reaction yield outcomes from USPTO patents with 853,638 reactions. Predict the reaction yield, written as a fraction of the theoretical maximum amount of product (1.0 means a 100% yield; for example, 0.34 means a 34% yield). (1) The reactants are [CH2:1]([Li])CCC.[F:6][C:7]1[CH:12]=[C:11]([F:13])[CH:10]=[CH:9][C:8]=1[C:14]1([C:17](=O)[C:18]2[CH:23]=[CH:22][C:21]([I:24])=[CH:20][CH:19]=2)[CH2:16][O:15]1.[Cl-].[NH4+]. The catalyst is [Br-].C[P+](C1C=CC=CC=1)(C1C=CC=CC=1)C1C=CC=CC=1.C1COCC1. The product is [F:6][C:7]1[CH:12]=[C:11]([F:13])[CH:10]=[CH:9][C:8]=1[C:14]1([C:17]([C:18]2[CH:23]=[CH:22][C:21]([I:24])=[CH:20][CH:19]=2)=[CH2:1])[CH2:16][O:15]1. The yield is 0.920. (2) The reactants are [C:1]([O:5][C:6](=[O:22])[NH:7][CH2:8][CH2:9][C:10]1[C:18]2[C:13](=[CH:14][C:15]([N+:19]([O-])=O)=[CH:16][CH:17]=2)[NH:12][CH:11]=1)([CH3:4])([CH3:3])[CH3:2]. The catalyst is CCO.[Ni]. The product is [C:1]([O:5][C:6](=[O:22])[NH:7][CH2:8][CH2:9][C:10]1[C:18]2[C:13](=[CH:14][C:15]([NH2:19])=[CH:16][CH:17]=2)[NH:12][CH:11]=1)([CH3:4])([CH3:2])[CH3:3]. The yield is 0.670. (3) The reactants are [C:1]([C:5]1[CH:6]=[C:7]([NH:27][C:28]([NH:30][C@@H:31]2[C:40]3[C:35](=[CH:36][CH:37]=[CH:38][CH:39]=3)[C@H:34]([O:41][C:42]3[CH:43]=[CH:44][C:45]4[N:46]([C:48]([N:51]5[CH2:56][CH2:55][CH2:54][CH2:53][CH2:52]5)=[N:49][N:50]=4)[CH:47]=3)[CH2:33][CH2:32]2)=[O:29])[N:8]([C:10]2[CH:15]=[CH:14][C:13]([Cl:16])=[C:12]([O:17][CH2:18][CH2:19][O:20]C3CCCCO3)[CH:11]=2)[N:9]=1)([CH3:4])([CH3:3])[CH3:2].C1(C)C=CC(S([O-])(=O)=O)=CC=1.[NH+]1C=CC=CC=1. The catalyst is CO. The product is [C:1]([C:5]1[CH:6]=[C:7]([NH:27][C:28]([NH:30][C@@H:31]2[C:40]3[C:35](=[CH:36][CH:37]=[CH:38][CH:39]=3)[C@H:34]([O:41][C:42]3[CH:43]=[CH:44][C:45]4[N:46]([C:48]([N:51]5[CH2:56][CH2:55][CH2:54][CH2:53][CH2:52]5)=[N:49][N:50]=4)[CH:47]=3)[CH2:33][CH2:32]2)=[O:29])[N:8]([C:10]2[CH:15]=[CH:14][C:13]([Cl:16])=[C:12]([O:17][CH2:18][CH2:19][OH:20])[CH:11]=2)[N:9]=1)([CH3:4])([CH3:2])[CH3:3]. The yield is 0.830. (4) The product is [C:28]([N:31]1[CH2:36][CH2:35][C:34]([C:38]2[CH:43]=[CH:42][C:41]([C:7]3[C:16]4[C:11](=[CH:12][CH:13]=[C:14]([C:17]([O:19][CH2:20][CH2:21][Si:22]([CH3:25])([CH3:24])[CH3:23])=[O:18])[CH:15]=4)[CH:10]=[N:9][CH:8]=3)=[CH:40][CH:39]=2)([OH:37])[CH2:33][CH2:32]1)(=[O:30])[CH3:29]. The reactants are FC(F)(F)S(O[C:7]1[C:16]2[C:11](=[CH:12][CH:13]=[C:14]([C:17]([O:19][CH2:20][CH2:21][Si:22]([CH3:25])([CH3:24])[CH3:23])=[O:18])[CH:15]=2)[CH:10]=[N:9][CH:8]=1)(=O)=O.[C:28]([N:31]1[CH2:36][CH2:35][C:34]([C:38]2[CH:43]=[CH:42][C:41](B3OC(C)(C)C(C)(C)O3)=[CH:40][CH:39]=2)([OH:37])[CH2:33][CH2:32]1)(=[O:30])[CH3:29]. No catalyst specified. The yield is 1.00. (5) The reactants are [Cl:1][C:2]1[CH:8]=[CH:7][C:5]([NH2:6])=[CH:4][CH:3]=1.[N+:9]([C:12]1[CH:20]=[CH:19][CH:18]=[CH:17][C:13]=1[C:14](Cl)=[O:15])([O-:11])=[O:10]. No catalyst specified. The product is [N+:9]([C:12]1[CH:20]=[CH:19][CH:18]=[CH:17][C:13]=1[C:14]([NH:6][C:5]1[CH:7]=[CH:8][C:2]([Cl:1])=[CH:3][CH:4]=1)=[O:15])([O-:11])=[O:10]. The yield is 0.640. (6) The reactants are [C:1]1([CH:7]2[CH2:12][CH2:11][NH:10][CH2:9][CH2:8]2)[CH:6]=[CH:5][CH:4]=[CH:3][CH:2]=1.Br[CH2:14][CH2:15][CH2:16][OH:17].C(=O)([O-])[O-].[K+].[K+]. The catalyst is C(O)CCC.O1CCOCC1.[I-].[K+]. The product is [OH:17][CH2:16][CH2:15][CH2:14][N:10]1[CH2:9][CH2:8][CH:7]([C:1]2[CH:6]=[CH:5][CH:4]=[CH:3][CH:2]=2)[CH2:12][CH2:11]1. The yield is 0.820. (7) The reactants are Cl[C:2](Cl)([O:4][C:5](=[O:11])[O:6][C:7](Cl)(Cl)Cl)Cl.[CH2:13]([C:15](CO)(C)[C:16]([O:18][CH2:19][CH3:20])=[O:17])O.N1C=CC=CC=1.C(=O)=O.CC(C)=O.[NH4+].[Cl-].Cl.C([O-])(O)=O.[Na+]. The yield is 0.560. The catalyst is C(Cl)Cl.[Cl-].[Na+].O.O. The product is [CH3:13][C:15]1([C:16]([O:18][CH2:19][CH3:20])=[O:17])[CH2:7][O:6][C:5](=[O:11])[O:4][CH2:2]1. (8) The reactants are [CH2:1]([O:3][C:4]([C:6]1[C:14]2[CH2:13][CH2:12][NH:11][C:10](=[O:15])[C:9]=2[N:8]([C:16]2[CH:21]=[CH:20][C:19]([O:22][CH3:23])=[CH:18][CH:17]=2)[N:7]=1)=[O:5])[CH3:2].[C:24]([O:28][C:29](=[O:41])[CH2:30][C:31]1([C:34]2[CH:39]=[CH:38][C:37](I)=[CH:36][CH:35]=2)[CH2:33][CH2:32]1)([CH3:27])([CH3:26])[CH3:25]. No catalyst specified. The product is [CH2:1]([O:3][C:4]([C:6]1[C:14]2[CH2:13][CH2:12][N:11]([C:37]3[CH:38]=[CH:39][C:34]([C:31]4([CH2:30][C:29]([O:28][C:24]([CH3:27])([CH3:26])[CH3:25])=[O:41])[CH2:32][CH2:33]4)=[CH:35][CH:36]=3)[C:10](=[O:15])[C:9]=2[N:8]([C:16]2[CH:17]=[CH:18][C:19]([O:22][CH3:23])=[CH:20][CH:21]=2)[N:7]=1)=[O:5])[CH3:2]. The yield is 0.860.